Dataset: Catalyst prediction with 721,799 reactions and 888 catalyst types from USPTO. Task: Predict which catalyst facilitates the given reaction. (1) Reactant: [NH2:1][C:2]1[CH:7]=[CH:6][CH:5]=[CH:4][N:3]=1.[Cl:8][C:9]1[CH:10]=[CH:11][C:12]([O:25][CH2:26][C:27]2[CH:32]=[CH:31][CH:30]=[CH:29][CH:28]=2)=[C:13]([CH2:15][C:16]2[N:21]=[C:20]([C:22](O)=[O:23])[CH:19]=[CH:18][CH:17]=2)[CH:14]=1.C1C=CC2N(O)N=NC=2C=1.CCN=C=NCCCN(C)C. Product: [Cl:8][C:9]1[CH:10]=[CH:11][C:12]([O:25][CH2:26][C:27]2[CH:32]=[CH:31][CH:30]=[CH:29][CH:28]=2)=[C:13]([CH2:15][C:16]2[N:21]=[C:20]([C:22]([NH:1][C:2]3[CH:7]=[CH:6][CH:5]=[CH:4][N:3]=3)=[O:23])[CH:19]=[CH:18][CH:17]=2)[CH:14]=1. The catalyst class is: 96. (2) Reactant: [NH:1]1[CH2:6][CH2:5][CH:4]([NH:7][C:8](=[O:14])[O:9][C:10]([CH3:13])([CH3:12])[CH3:11])[CH2:3][CH2:2]1.ClCCl.Cl[S:19]([CH2:22][C:23]([O:25][CH3:26])=[O:24])(=[O:21])=[O:20]. Product: [C:10]([O:9][C:8]([NH:7][CH:4]1[CH2:3][CH2:2][N:1]([S:19]([CH2:22][C:23]([O:25][CH3:26])=[O:24])(=[O:21])=[O:20])[CH2:6][CH2:5]1)=[O:14])([CH3:11])([CH3:13])[CH3:12]. The catalyst class is: 66.